The task is: Predict the product of the given reaction.. This data is from Forward reaction prediction with 1.9M reactions from USPTO patents (1976-2016). (1) Given the reactants [P:1](Cl)(Cl)(=[O:9])[O:2][C:3]1[CH:8]=[CH:7][CH:6]=[CH:5][CH:4]=1.[Cl:12][C:13]1[CH:18]=[C:17]([Cl:19])[CH:16]=[CH:15][C:14]=1[OH:20].C(N(CC)CC)C.[CH:28]([O:31][C:32](=[O:36])[C@H:33]([CH3:35])[NH2:34])([CH3:30])[CH3:29], predict the reaction product. The product is: [Cl:12][C:13]1[CH:18]=[C:17]([Cl:19])[CH:16]=[CH:15][C:14]=1[O:20][P:1]([NH:34][C@@H:33]([CH3:35])[C:32]([O:31][CH:28]([CH3:30])[CH3:29])=[O:36])([O:2][C:3]1[CH:8]=[CH:7][CH:6]=[CH:5][CH:4]=1)=[O:9]. (2) The product is: [Cl:8][CH2:9][CH2:10][C:11]([S:1][CH2:2][CH2:3][S:4][CH2:5][CH2:6][S:7][C:15](=[O:18])[CH2:26][CH2:20][Cl:14])=[O:12]. Given the reactants [SH:1][CH2:2][CH2:3][S:4][CH2:5][CH2:6][SH:7].[Cl:8][CH2:9][CH2:10][C:11](Cl)=[O:12].[ClH:14].[C:15](=[O:18])(O)[O-].[Na+].[C:20]1([CH3:26])C=CC=CC=1, predict the reaction product. (3) Given the reactants [CH2:1]([N:3]([CH2:20][CH3:21])[CH2:4][CH2:5][NH:6]C(C1C=CC2C(=CC=C(I)C=2)C=1)=O)[CH3:2].[I:22][C:23]1[CH:36]=[CH:35][CH:34]=[C:33]2[C:24]=1[NH:25][C:26]1[C:27]([C:38]([O:40]C)=O)=[CH:28][CH:29]=[CH:30][C:31]=1[C:32]2=[O:37].[K+].[Br-].Cl.Cl.C(N(CC)CCNC(=O)C1C=CC(I)=NC=1)C, predict the reaction product. The product is: [CH2:1]([N:3]([CH2:20][CH3:21])[CH2:4][CH2:5][NH:6][C:38]([C:27]1[C:26]2[NH:25][C:24]3[C:33](=[CH:34][CH:35]=[CH:36][C:23]=3[I:22])[C:32](=[O:37])[C:31]=2[CH:30]=[CH:29][CH:28]=1)=[O:40])[CH3:2]. (4) Given the reactants [C:1]([O:5][CH:6]([C:11]1[C:12]([C:20]2[CH:21]=[CH:22][C:23]3[O:28][CH2:27][CH2:26][CH2:25][C:24]=3[CH:29]=2)=[C:13]([CH:17]=[CH:18][CH:19]=1)[C:14](O)=[O:15])[C:7]([O:9][CH3:10])=[O:8])([CH3:4])([CH3:3])[CH3:2].[CH2:30]([NH:32][CH2:33][CH3:34])[CH3:31].C(N(CC)CC)C.F[P-](F)(F)(F)(F)F.N1(OC(N(C)C)=[N+](C)C)C2N=CC=CC=2N=N1, predict the reaction product. The product is: [C:1]([O:5][CH:6]([C:11]1[CH:19]=[CH:18][CH:17]=[C:13]([C:14](=[O:15])[N:32]([CH2:33][CH3:34])[CH2:30][CH3:31])[C:12]=1[C:20]1[CH:21]=[CH:22][C:23]2[O:28][CH2:27][CH2:26][CH2:25][C:24]=2[CH:29]=1)[C:7]([O:9][CH3:10])=[O:8])([CH3:3])([CH3:4])[CH3:2]. (5) Given the reactants Br[C:2]1[CH:7]=[C:6]([O:8][CH3:9])[CH:5]=[C:4]([O:10][CH3:11])[CH:3]=1.[Na+].[I-:13].CNCCNC, predict the reaction product. The product is: [I:13][C:2]1[CH:7]=[C:6]([O:8][CH3:9])[CH:5]=[C:4]([O:10][CH3:11])[CH:3]=1. (6) Given the reactants C([O:3][C:4]([C:6]1[C:10]([C:11]2[CH:16]=[CH:15][CH:14]=[CH:13][CH:12]=2)=[CH:9][O:8][N:7]=1)=O)C.[BH4-].[Li+].C(O)(=O)C.O, predict the reaction product. The product is: [OH:3][CH2:4][C:6]1[C:10]([C:11]2[CH:12]=[CH:13][CH:14]=[CH:15][CH:16]=2)=[CH:9][O:8][N:7]=1. (7) The product is: [ClH:1].[Cl:1][C:2]1[CH:7]=[CH:6][C:5]([C:8]2[S:26][C:11]3[C:12](=[O:25])[N:13]([C:16]4[CH:21]=[CH:20][C:19]([O:22][CH2:34][CH2:35][N:36]5[CH2:40][CH2:39][CH2:38][CH2:37]5)=[C:18]([O:23][CH3:24])[CH:17]=4)[CH:14]=[CH:15][C:10]=3[CH:9]=2)=[CH:4][CH:3]=1. Given the reactants [Cl:1][C:2]1[CH:7]=[CH:6][C:5]([C:8]2[S:26][CH:11]3[C:12](=[O:25])[N:13]([C:16]4[CH:21]=[CH:20][C:19]([OH:22])=[C:18]([O:23][CH3:24])[CH:17]=4)[CH:14]=[CH:15][CH:10]3[CH:9]=2)=[CH:4][CH:3]=1.C([O-])([O-])=O.[Cs+].[Cs+].Cl[CH2:34][CH2:35][N:36]1[CH2:40][CH2:39][CH2:38][CH2:37]1.Cl.CCO, predict the reaction product. (8) Given the reactants S([O-])([O-])(=O)=O.[Na+:6].[Na+].[Si:8]([O-])([O-:11])([O-:10])[O-:9].[Na+].[Na+].[Na+].[Na+].[O-]S([O-])(=O)=O.[O-]S([O-])(=O)=O.[Al+3:27].[K+], predict the reaction product. The product is: [O-:10][Si:8]([O-:11])=[O:9].[O-:10][Si:8]([O-:11])=[O:9].[Na+:6].[Al+3:27]. (9) Given the reactants [OH-].[Na+].[CH3:3][O:4][C:5]1[N:10]=[N:9][C:8]([N:11]2[C:15]([C:16]3[CH:21]=[CH:20][CH:19]=[CH:18][N:17]=3)=[CH:14][C:13]([C:22]([O:24]C)=[O:23])=[N:12]2)=[CH:7][CH:6]=1.Cl.C(Cl)(Cl)Cl.CO, predict the reaction product. The product is: [CH3:3][O:4][C:5]1[N:10]=[N:9][C:8]([N:11]2[C:15]([C:16]3[CH:21]=[CH:20][CH:19]=[CH:18][N:17]=3)=[CH:14][C:13]([C:22]([OH:24])=[O:23])=[N:12]2)=[CH:7][CH:6]=1. (10) Given the reactants O.CC1C=C2N=C3C(=NC(NC3=O)=O)N(C[C@H](O)[C@H](O)[C@H](O)CO)C2=CC=1C.[F:29][C:30]1[CH:59]=[CH:58][CH:57]=[C:56]([F:60])[C:31]=1[C:32]([NH:34][C:35]1[CH:39]=[CH:38][N:37]([CH2:40][C:41]2[CH:46]=[CH:45][C:44]([O:47]CC3C=CC=CC=3)=[CH:43][C:42]=2[CH3:55])[N:36]=1)=[O:33], predict the reaction product. The product is: [F:29][C:30]1[CH:59]=[CH:58][CH:57]=[C:56]([F:60])[C:31]=1[C:32]([NH:34][C:35]1[CH:39]=[CH:38][N:37]([CH2:40][C:41]2[CH:46]=[CH:45][C:44]([OH:47])=[CH:43][C:42]=2[CH3:55])[N:36]=1)=[O:33].